Dataset: Catalyst prediction with 721,799 reactions and 888 catalyst types from USPTO. Task: Predict which catalyst facilitates the given reaction. Reactant: [CH3:1][C:2]1[N:3]([C:7]2[N:12]=[CH:11][C:10]([CH2:13][OH:14])=[CH:9][CH:8]=2)[CH:4]=[CH:5][N:6]=1.CC(OI1(OC(C)=O)(OC(C)=O)OC(=O)C2C=CC=CC1=2)=O.C(=O)(O)[O-].[Na+].S([O-])([O-])(=O)=S.[Na+].[Na+]. Product: [CH3:1][C:2]1[N:3]([C:7]2[CH:8]=[CH:9][C:10]([CH:13]=[O:14])=[CH:11][N:12]=2)[CH:4]=[CH:5][N:6]=1. The catalyst class is: 4.